Predict the reaction yield, written as a fraction of the theoretical maximum amount of product (1.0 means a 100% yield; for example, 0.34 means a 34% yield). From a dataset of Reaction yield outcomes from USPTO patents with 853,638 reactions. (1) The catalyst is O1CCCC1. The yield is 0.950. The reactants are [F:1][C:2]1[CH:7]=[CH:6][C:5]([CH2:8][C:9]2[CH:18]=[C:17]3[C:12]([C:13]([OH:25])=[C:14]([C:20]([O:22][CH2:23][CH3:24])=[O:21])[C:15](=[O:19])[NH:16]3)=[N:11][CH:10]=2)=[CH:4][CH:3]=1.I[CH2:27][C:28]#[N:29]. The product is [C:28]([CH2:27][N:16]1[C:17]2[C:12](=[N:11][CH:10]=[C:9]([CH2:8][C:5]3[CH:6]=[CH:7][C:2]([F:1])=[CH:3][CH:4]=3)[CH:18]=2)[C:13]([OH:25])=[C:14]([C:20]([O:22][CH2:23][CH3:24])=[O:21])[C:15]1=[O:19])#[N:29]. (2) The reactants are Cl.[NH2:2][OH:3].N1C=CC=CC=1.[CH:10]([C:12]1[S:16][C:15]([C:17]([O:19][CH3:20])=[O:18])=[CH:14][CH:13]=1)=O. The catalyst is CCO. The product is [OH:3][N:2]=[CH:10][C:12]1[S:16][C:15]([C:17]([O:19][CH3:20])=[O:18])=[CH:14][CH:13]=1. The yield is 0.600. (3) The reactants are [CH2:1]([N:3]1[C:11]2[C:6](=[CH:7][CH:8]=[C:9]([O:12][CH3:13])[CH:10]=2)[C:5]([C:14]([OH:16])=O)=[CH:4]1)[CH3:2].C(Cl)Cl.C(Cl)(=O)C(Cl)=O.[NH4+:26].[OH-]. The catalyst is CN(C=O)C. The product is [CH2:1]([N:3]1[C:11]2[C:6](=[CH:7][CH:8]=[C:9]([O:12][CH3:13])[CH:10]=2)[C:5]([C:14]([NH2:26])=[O:16])=[CH:4]1)[CH3:2]. The yield is 0.540. (4) The reactants are [N:1]1([C:6]([C:8]2[S:12][C:11]([C:13]3[CH:21]=[CH:20][C:16]([C:17](O)=[O:18])=[CH:15][CH:14]=3)=[CH:10][CH:9]=2)=[O:7])[CH2:5][CH2:4][CH2:3][CH2:2]1.CCN=C=NCCCN(C)C.Cl.C1C=CC2N(O)N=NC=2C=1.CCN(C(C)C)C(C)C.[NH:53]1[CH2:57][CH2:56][CH2:55][C@H:54]1[CH2:58][N:59]1[CH2:63][CH2:62][CH2:61][CH2:60]1. The catalyst is CN(C=O)C.ClCCl. The product is [N:1]1([C:6]([C:8]2[S:12][C:11]([C:13]3[CH:21]=[CH:20][C:16]([C:17]([N:53]4[CH2:57][CH2:56][CH2:55][C@H:54]4[CH2:58][N:59]4[CH2:63][CH2:62][CH2:61][CH2:60]4)=[O:18])=[CH:15][CH:14]=3)=[CH:10][CH:9]=2)=[O:7])[CH2:2][CH2:3][CH2:4][CH2:5]1. The yield is 0.570. (5) The reactants are [Br:1][C:2]1[C:11]2[C:6](=[CH:7][CH:8]=[CH:9][CH:10]=2)[C:5]([C:12](=[N:14][OH:15])[O-])=[CH:4][CH:3]=1.ClN1C(=O)CCC1=O.[Cl:24][C:25]1[CH:30]=[C:29]([C:31]([C:33]([F:36])([F:35])[F:34])=[CH2:32])[CH:28]=[C:27]([Cl:37])[CH:26]=1.C(N(CC)CC)C. The catalyst is CN(C)C=O.O. The product is [Br:1][C:2]1[C:11]2[C:6](=[CH:7][CH:8]=[CH:9][CH:10]=2)[C:5]([C:12]2[CH2:32][C:31]([C:29]3[CH:28]=[C:27]([Cl:37])[CH:26]=[C:25]([Cl:24])[CH:30]=3)([C:33]([F:34])([F:36])[F:35])[O:15][N:14]=2)=[CH:4][CH:3]=1. The yield is 0.640. (6) The reactants are [Cl:1][C:2]1[C:3]([O:12][C:13]2[CH:18]=[C:17]([O:19][CH2:20][CH2:21][O:22][CH3:23])[CH:16]=[CH:15][C:14]=2[CH2:24][CH2:25][CH2:26][OH:27])=[N:4][CH:5]=[C:6]([C:8]([F:11])([F:10])[F:9])[CH:7]=1.C(N(CC)C(C)C)(C)C.[C:37]1([CH3:49])[CH:42]=[CH:41][C:40]([S:43]([N:46]=[C:47]=[O:48])(=[O:45])=[O:44])=[CH:39][CH:38]=1.Cl.C(OC(=O)C)(=O)C.C(=O)([O-])O.[Na+]. The catalyst is C(#N)C.C(OCC)(=O)C.N1C=CC=CC=1. The product is [OH2:12].[CH3:49][C:37]1[CH:42]=[CH:41][C:40]([S:43]([NH:46][C:47](=[O:48])[O:27][CH2:26][CH2:25][CH2:24][C:14]2[CH:15]=[CH:16][C:17]([O:19][CH2:20][CH2:21][O:22][CH3:23])=[CH:18][C:13]=2[O:12][C:3]2[C:2]([Cl:1])=[CH:7][C:6]([C:8]([F:9])([F:11])[F:10])=[CH:5][N:4]=2)(=[O:45])=[O:44])=[CH:39][CH:38]=1. The yield is 0.180. (7) The reactants are [CH3:1][C:2]1[CH:28]=[C:27]([CH3:29])[CH:26]=[CH:25][C:3]=1[C:4]([CH:6]1[CH2:10][CH2:9][C:8](=[O:11])[N:7]1[CH2:12][CH2:13][NH:14]C(=O)OCC1C=CC=CC=1)=O.Cl. The yield is 0.530. The catalyst is [Pd].CO. The product is [CH3:1][C:2]1[CH:28]=[C:27]([CH3:29])[CH:26]=[CH:25][C:3]=1[CH:4]1[NH:14][CH2:13][CH2:12][N:7]2[C:8](=[O:11])[CH2:9][CH2:10][CH:6]12. (8) The reactants are Br[C:2]1[C:14]([CH3:15])=[CH:13][C:5]([O:6][CH:7]2[CH2:12][CH2:11][S:10][CH2:9][CH2:8]2)=[CH:4][C:3]=1[CH3:16].CCCCCC.C([Li])CCC.[B:28](OC(C)C)([O:33]C(C)C)[O:29]C(C)C.Cl. The catalyst is O1CCCC1. The product is [CH3:16][C:3]1[CH:4]=[C:5]([O:6][CH:7]2[CH2:12][CH2:11][S:10][CH2:9][CH2:8]2)[CH:13]=[C:14]([CH3:15])[C:2]=1[B:28]([OH:33])[OH:29]. The yield is 0.710.